Predict the reactants needed to synthesize the given product. From a dataset of Full USPTO retrosynthesis dataset with 1.9M reactions from patents (1976-2016). (1) Given the product [C:3]([O:7][C:8]([NH:10][CH:11]([C:13]1[CH:14]=[CH:15][C:16]([NH:19][C:20]2[N:25]=[C:24]([CH2:26][CH2:27][C:28]3[CH:33]=[CH:32][CH:31]=[CH:30][C:29]=3[CH2:34][C:35]([OH:37])=[O:36])[C:23]([C:39]([F:42])([F:41])[F:40])=[CH:22][N:21]=2)=[CH:17][CH:18]=1)[CH3:12])=[O:9])([CH3:4])([CH3:5])[CH3:6], predict the reactants needed to synthesize it. The reactants are: [Li+].[OH-].[C:3]([O:7][C:8]([NH:10][CH:11]([C:13]1[CH:18]=[CH:17][C:16]([NH:19][C:20]2[N:25]=[C:24]([CH2:26][CH2:27][C:28]3[CH:33]=[CH:32][CH:31]=[CH:30][C:29]=3[CH2:34][C:35]([O:37]C)=[O:36])[C:23]([C:39]([F:42])([F:41])[F:40])=[CH:22][N:21]=2)=[CH:15][CH:14]=1)[CH3:12])=[O:9])([CH3:6])([CH3:5])[CH3:4]. (2) Given the product [CH3:9][O:8][C:6]1[CH:5]=[CH:4][C:3]([C:10]#[C:11][C:12]2[CH:17]=[N:16][C:15]3[C:14]([CH:13]=2)=[C:31]2[CH:32]=[CH:33][C:34]([CH3:52])=[CH:29][C:30]2=[N:35][C:18]=3[NH2:19])=[C:2]([CH3:1])[CH:7]=1, predict the reactants needed to synthesize it. The reactants are: [CH3:1][C:2]1[CH:7]=[C:6]([O:8][CH3:9])[CH:5]=[CH:4][C:3]=1[C:10]#[C:11][C:12]1[CH:13]=[C:14](Cl)[C:15]([C:18]#[N:19])=[N:16][CH:17]=1.CC1(C)C(C)(C)OB([C:29]2[CH:34]=[CH:33][CH:32]=[CH:31][C:30]=2[NH:35]C(=O)OC(C)(C)C)O1.[O-]P([O-])([O-])=O.[K+].[K+].[K+].[CH:52]1(P(C2CCCCC2)C2C=CC=CC=2C2C(OC)=CC=CC=2OC)CCCCC1. (3) The reactants are: [Cl:1][C:2]1[CH:3]=[C:4]([C@@H:12]([CH2:24][CH:25]2[CH2:29][CH2:28][CH2:27][CH2:26]2)[C:13]([NH:15][C:16]2[CH:21]=[N:20][C:19]([CH2:22]O)=[CH:18][N:17]=2)=[O:14])[CH:5]=[CH:6][C:7]=1[S:8]([CH3:11])(=[O:10])=[O:9].C1(P(C2C=CC=CC=2)C2C=CC=CC=2)C=CC=CC=1.C(Br)(Br)(Br)[Br:50]. Given the product [Br:50][CH2:22][C:19]1[N:20]=[CH:21][C:16]([NH:15][C:13](=[O:14])[C@@H:12]([C:4]2[CH:5]=[CH:6][C:7]([S:8]([CH3:11])(=[O:10])=[O:9])=[C:2]([Cl:1])[CH:3]=2)[CH2:24][CH:25]2[CH2:29][CH2:28][CH2:27][CH2:26]2)=[N:17][CH:18]=1, predict the reactants needed to synthesize it. (4) Given the product [CH3:1][O:2][C:3]1[CH:4]=[CH:5][C:6]([C:9]2[O:10][CH:11]=[C:12]([CH2:14][CH2:15][NH:16][C:29](=[O:30])[C:28]3[CH:32]=[C:24]([C:21]4[N:20]=[C:19]([C:18]([F:34])([F:33])[F:17])[O:23][N:22]=4)[CH:25]=[N:26][CH:27]=3)[N:13]=2)=[CH:7][CH:8]=1, predict the reactants needed to synthesize it. The reactants are: [CH3:1][O:2][C:3]1[CH:8]=[CH:7][C:6]([C:9]2[O:10][CH:11]=[C:12]([CH2:14][CH2:15][NH2:16])[N:13]=2)=[CH:5][CH:4]=1.[F:17][C:18]([F:34])([F:33])[C:19]1[O:23][N:22]=[C:21]([C:24]2[CH:25]=[N:26][CH:27]=[C:28]([CH:32]=2)[C:29](O)=[O:30])[N:20]=1. (5) Given the product [CH2:25]([N:5]1[CH2:6][CH2:7][C:8]2[C:13](=[CH:12][CH:11]=[C:10]([O:14][C:15]3[CH:22]=[CH:21][C:18]([C:19]#[N:20])=[CH:17][N:16]=3)[CH:9]=2)[C:4]1=[O:3])[CH:24]=[CH2:23], predict the reactants needed to synthesize it. The reactants are: [H-].[Na+].[O:3]=[C:4]1[C:13]2[C:8](=[CH:9][C:10]([O:14][C:15]3[CH:22]=[CH:21][C:18]([C:19]#[N:20])=[CH:17][N:16]=3)=[CH:11][CH:12]=2)[CH2:7][CH2:6][NH:5]1.[CH2:23](Br)[CH:24]=[CH2:25]. (6) Given the product [F:21][C:19]1([F:22])[O:18][C:17]2[CH:23]=[CH:24][C:14]([C:11]3([C:9]([NH:8][C:6]4[N:7]=[C:2]([C:32]5[C:27]([O:26][CH3:25])=[N:28][CH:29]=[CH:30][CH:31]=5)[CH:3]=[CH:4][CH:5]=4)=[O:10])[CH2:13][CH2:12]3)=[CH:15][C:16]=2[O:20]1, predict the reactants needed to synthesize it. The reactants are: Br[C:2]1[N:7]=[C:6]([NH:8][C:9]([C:11]2([C:14]3[CH:24]=[CH:23][C:17]4[O:18][C:19]([F:22])([F:21])[O:20][C:16]=4[CH:15]=3)[CH2:13][CH2:12]2)=[O:10])[CH:5]=[CH:4][CH:3]=1.[CH3:25][O:26][C:27]1[C:32](B(O)O)=[CH:31][CH:30]=[CH:29][N:28]=1.C(=O)([O-])[O-].[Na+].[Na+]. (7) Given the product [CH2:64]([O:63][C:55]([C:56]1([C:57]([O:59][CH2:60][CH3:61])=[O:58])[CH2:5][CH:6]=[CH:1][CH2:2]1)=[O:62])[CH3:65], predict the reactants needed to synthesize it. The reactants are: [CH:1]1[CH:2]=CC2NC=C(C(O[C@@H]3C[C@H]4N5CC(=O)[C@@H](C4)C[C@@H]5C3)=O)[C:5]=2[CH:6]=1.CS(O)(=O)=O.C1C=CC2NC=C(C(O[C@@H]3C[C@H]4N5CC(=O)[C@@H](C4)C[C@@H]5C3)=O)C=2C=1.O.[C:55]([O:63][CH2:64][CH3:65])(=[O:62])[CH2:56][C:57]([O:59][CH2:60][CH3:61])=[O:58].ClC/C=C\CCl.[H-].[Li+].